This data is from Orexin1 receptor HTS with 218,158 compounds and 233 confirmed actives. The task is: Binary Classification. Given a drug SMILES string, predict its activity (active/inactive) in a high-throughput screening assay against a specified biological target. The result is 0 (inactive). The drug is O(c1ccc(cc1)/C=N\NC(=O)c1ccc(n2nnnc2)cc1)CC.